From a dataset of Full USPTO retrosynthesis dataset with 1.9M reactions from patents (1976-2016). Predict the reactants needed to synthesize the given product. Given the product [Cl:15][CH2:1][C:2]1[CH:13]=[CH:12][CH:11]=[C:10]([CH3:14])[C:3]=1[C:4]([O:6][CH:7]([CH3:9])[CH3:8])=[O:5], predict the reactants needed to synthesize it. The reactants are: [CH3:1][C:2]1[CH:13]=[CH:12][CH:11]=[C:10]([CH3:14])[C:3]=1[C:4]([O:6][CH:7]([CH3:9])[CH3:8])=[O:5].[Cl:15]N1C(=O)CCC1=O.